From a dataset of Full USPTO retrosynthesis dataset with 1.9M reactions from patents (1976-2016). Predict the reactants needed to synthesize the given product. (1) Given the product [F:39][C:40]1[CH:48]=[CH:47][C:46]([C:49]2[N:52]=[C:32]([C:29]3[CH:30]=[N:31][C:26]([O:25][CH:23]([CH3:22])[CH3:24])=[C:27]([C:35]([F:38])([F:37])[F:36])[CH:28]=3)[O:34][N:50]=2)=[C:45]2[C:41]=1[C:42]([CH2:54][CH2:55][C:56]([O:58][CH2:59][CH3:60])=[O:57])=[CH:43][NH:44]2, predict the reactants needed to synthesize it. The reactants are: C1C=CC2N(O)N=NC=2C=1.CCN=C=NCCCN(C)C.[CH3:22][CH:23]([O:25][C:26]1[N:31]=[CH:30][C:29]([C:32]([OH:34])=O)=[CH:28][C:27]=1[C:35]([F:38])([F:37])[F:36])[CH3:24].[F:39][C:40]1[CH:48]=[CH:47][C:46](/[C:49](/[NH:52]O)=[N:50]/[H])=[C:45]2[C:41]=1[C:42]([CH2:54][CH2:55][C:56]([O:58][CH2:59][CH3:60])=[O:57])=[CH:43][NH:44]2.CCCC[N+](CCCC)(CCCC)CCCC.[F-]. (2) Given the product [CH3:14][NH:15][C:5]1[N:10]=[CH:9][C:8]([C:11](=[O:13])[CH3:12])=[CH:7][CH:6]=1, predict the reactants needed to synthesize it. The reactants are: C(O)C.Cl[C:5]1[N:10]=[CH:9][C:8]([C:11](=[O:13])[CH3:12])=[CH:7][CH:6]=1.[CH3:14][NH2:15].